This data is from Catalyst prediction with 721,799 reactions and 888 catalyst types from USPTO. The task is: Predict which catalyst facilitates the given reaction. (1) Reactant: [NH2:1][CH2:2][CH2:3][OH:4].C(O)(=O)C.[F:9][C:10]1[CH:11]=[C:12]2[C:16](=[C:17]([CH:19]=O)[CH:18]=1)[NH:15][CH:14]=[CH:13]2.C(O[BH-](OC(=O)C)OC(=O)C)(=O)C.[Na+].C(=O)(O)[O-].[Na+].[OH-].[Na+]. Product: [F:9][C:10]1[CH:11]=[C:12]2[C:16](=[C:17]([CH2:19][NH:1][CH2:2][CH2:3][OH:4])[CH:18]=1)[NH:15][CH:14]=[CH:13]2. The catalyst class is: 26. (2) Reactant: [NH2:1][C:2]1[N:7]([C:8]2[CH:13]=[CH:12][CH:11]=[C:10]([Cl:14])[CH:9]=2)[C:6](=[S:15])[NH:5][C:4](=[O:16])[C:3]=1[N:17]=O.N.S(S([O-])=O)([O-])=O.[Na+].[Na+].Cl. Product: [NH2:17][C:3]1[C:4](=[O:16])[NH:5][C:6](=[S:15])[N:7]([C:8]2[CH:13]=[CH:12][CH:11]=[C:10]([Cl:14])[CH:9]=2)[C:2]=1[NH2:1]. The catalyst class is: 6. (3) Reactant: [Cl:1][C:2]1[C:11]2[C:6](=[CH:7][CH:8]=[CH:9][CH:10]=2)[N:5]=[C:4]([N:12]2[CH2:18][C:17]3[CH:19]=[CH:20][C:21]([OH:23])=[CH:22][C:16]=3[S:15](=[O:25])(=[O:24])[CH2:14][CH2:13]2)[CH:3]=1.Br[CH2:27][CH2:28][CH2:29][OH:30].C(=O)([O-])[O-].[K+].[K+]. Product: [Cl:1][C:2]1[C:11]2[C:6](=[CH:7][CH:8]=[CH:9][CH:10]=2)[N:5]=[C:4]([N:12]2[CH2:18][C:17]3[CH:19]=[CH:20][C:21]([O:23][CH2:27][CH2:28][CH2:29][OH:30])=[CH:22][C:16]=3[S:15](=[O:25])(=[O:24])[CH2:14][CH2:13]2)[CH:3]=1. The catalyst class is: 9. (4) Reactant: [S:1]1[CH:5]=[CH:4][CH:3]=[C:2]1[S:6](Cl)(=[O:8])=[O:7].C([O:12][C:13](=[O:20])[C@@H:14]1[CH2:19][CH2:18][CH2:17][NH:16][CH2:15]1)C.S(Cl)(Cl)(=O)=O. Product: [S:1]1[CH:5]=[CH:4][CH:3]=[C:2]1[S:6]([N:16]1[CH2:17][CH2:18][CH2:19][C@@H:14]([C:13]([OH:20])=[O:12])[CH2:15]1)(=[O:8])=[O:7]. The catalyst class is: 66. (5) Reactant: [NH2:1][C:2]1[C:7]([C:8]([C:10]2[C:15]([O:16][CH3:17])=[CH:14][CH:13]=[C:12]([F:18])[C:11]=2[F:19])=[O:9])=[CH:6][N:5]=[C:4]([NH:20][C@H:21]2[CH2:26][CH2:25][C@H:24]([NH:27][CH2:28][CH2:29][OH:30])[CH2:23][CH2:22]2)[N:3]=1.Br[CH2:32][CH2:33][OH:34].C(=O)(O)[O-].[Na+]. Product: [NH2:1][C:2]1[C:7]([C:8]([C:10]2[C:15]([O:16][CH3:17])=[CH:14][CH:13]=[C:12]([F:18])[C:11]=2[F:19])=[O:9])=[CH:6][N:5]=[C:4]([NH:20][C@H:21]2[CH2:26][CH2:25][C@H:24]([N:27]([CH2:32][CH2:33][OH:34])[CH2:28][CH2:29][OH:30])[CH2:23][CH2:22]2)[N:3]=1. The catalyst class is: 12. (6) Reactant: [C:1]([C:4]1[C:9]([O:10][CH3:11])=[CH:8][C:7]([C:12]2[CH:17]=[CH:16][C:15]([N:18]([CH3:42])[CH2:19][CH2:20][N:21]([C:23]3[CH:24]=[CH:25][C:26]([C:29]4[CH:34]=[C:33]([O:35][CH3:36])[C:32]([C:37](=[O:39])[CH3:38])=[C:31]([O:40][CH3:41])[CH:30]=4)=[N:27][CH:28]=3)[CH3:22])=[CH:14][N:13]=2)=[CH:6][C:5]=1[O:43][CH3:44])(=[O:3])[CH3:2].[CH3:45][S:46]([OH:49])(=[O:48])=[O:47].CO. Product: [CH3:45][S:46]([OH:49])(=[O:48])=[O:47].[CH3:45][S:46]([OH:49])(=[O:48])=[O:47].[C:37]([C:32]1[C:33]([O:35][CH3:36])=[CH:34][C:29]([C:26]2[CH:25]=[CH:24][C:23]([N:21]([CH3:22])[CH2:20][CH2:19][N:18]([C:15]3[CH:16]=[CH:17][C:12]([C:7]4[CH:6]=[C:5]([O:43][CH3:44])[C:4]([C:1](=[O:3])[CH3:2])=[C:9]([O:10][CH3:11])[CH:8]=4)=[N:13][CH:14]=3)[CH3:42])=[CH:28][N:27]=2)=[CH:30][C:31]=1[O:40][CH3:41])(=[O:39])[CH3:38]. The catalyst class is: 22. (7) Reactant: [C:1]12([C:11](Cl)=[O:12])[CH2:10][CH:5]3[CH2:6][CH:7]([CH2:9][CH:3]([CH2:4]3)[CH2:2]1)[CH2:8]2.[NH2:14][C:15]1[CH:16]=[N:17][C:18]2[C:23]([CH:24]=1)=[CH:22][CH:21]=[CH:20][CH:19]=2.N1C=CC=CC=1. Product: [N:17]1[C:18]2[C:23](=[CH:22][CH:21]=[CH:20][CH:19]=2)[CH:24]=[C:15]([NH:14][C:11]([C:1]23[CH2:10][CH:5]4[CH2:6][CH:7]([CH2:9][CH:3]([CH2:4]4)[CH2:2]2)[CH2:8]3)=[O:12])[CH:16]=1. The catalyst class is: 6. (8) The catalyst class is: 2. Reactant: [Br:1][C:2]1[CH:7]=[CH:6][C:5]([CH:8]2[NH:12][C:11]3([CH2:17][CH2:16][CH2:15][CH2:14][CH2:13]3)[NH:10][C:9]2=[O:18])=[CH:4][CH:3]=1.BrN1C(=O)CCC1=O. Product: [Br:1][C:2]1[CH:3]=[CH:4][C:5]([C:8]2[C:9](=[O:18])[NH:10][C:11]3([CH2:17][CH2:16][CH2:15][CH2:14][CH2:13]3)[N:12]=2)=[CH:6][CH:7]=1.